This data is from Full USPTO retrosynthesis dataset with 1.9M reactions from patents (1976-2016). The task is: Predict the reactants needed to synthesize the given product. The reactants are: [P:1]([O:8][CH2:9][CH3:10])([O:5][CH2:6][CH3:7])[O:2]CC.Cl[CH2:12]/[CH:13]=[C:14](\[CH3:21])/[CH2:15][CH2:16][CH:17]=[C:18]([CH3:20])[CH3:19]. Given the product [CH3:21]/[C:14](/[CH2:15][CH2:16][CH:17]=[C:18]([CH3:20])[CH3:19])=[CH:13]\[CH2:12][P:1](=[O:2])([O:5][CH2:6][CH3:7])[O:8][CH2:9][CH3:10], predict the reactants needed to synthesize it.